This data is from Full USPTO retrosynthesis dataset with 1.9M reactions from patents (1976-2016). The task is: Predict the reactants needed to synthesize the given product. (1) Given the product [Cl:20][C:6]1[CH:5]=[N:4][CH:3]=[C:2]([Cl:1])[C:7]=1[S:8][C:9]1[S:13][C:12]([C:14]([NH:26][C:24]2[S:23][CH:22]=[CH:21][N:25]=2)=[O:16])=[CH:11][C:10]=1[N+:17]([O-:19])=[O:18], predict the reactants needed to synthesize it. The reactants are: [Cl:1][C:2]1[CH:3]=[N:4][CH:5]=[C:6]([Cl:20])[C:7]=1[S:8][C:9]1[S:13][C:12]([C:14]([OH:16])=O)=[CH:11][C:10]=1[N+:17]([O-:19])=[O:18].[CH:21]1[N:25]=[C:24]([NH2:26])[S:23][CH:22]=1. (2) Given the product [CH3:17][O:16][C:13]1[CH:14]=[CH:15][C:10]([CH2:9][N:8]2[CH2:2][CH2:3][C:4]3[C:5](=[CH:18][CH:19]=[N:20][CH:21]=3)[C:6]2=[O:7])=[CH:11][CH:12]=1, predict the reactants needed to synthesize it. The reactants are: O[CH2:2][CH2:3][C:4]1[CH:21]=[N:20][CH:19]=[CH:18][C:5]=1[C:6]([NH:8][CH2:9][C:10]1[CH:15]=[CH:14][C:13]([O:16][CH3:17])=[CH:12][CH:11]=1)=[O:7].C1C=CC(P(C2C=CC=CC=2)C2C=CC=CC=2)=CC=1.CCOC(/N=N/C(OCC)=O)=O. (3) Given the product [F:37][CH2:36][CH2:35][O:1][C:2]1[CH:3]=[C:4]([C:8]2[N:33]=[C:11]3[CH:12]=[C:13]([NH:16][C:17]([C:19]4[N:20]([CH3:32])[N:21]=[CH:22][C:23]=4[C:24]([N:26]4[CH2:27][CH2:28][O:29][CH2:30][CH2:31]4)=[O:25])=[O:18])[CH:14]=[CH:15][N:10]3[N:9]=2)[CH:5]=[CH:6][CH:7]=1, predict the reactants needed to synthesize it. The reactants are: [OH:1][C:2]1[CH:3]=[C:4]([C:8]2[N:33]=[C:11]3[CH:12]=[C:13]([NH:16][C:17]([C:19]4[N:20]([CH3:32])[N:21]=[CH:22][C:23]=4[C:24]([N:26]4[CH2:31][CH2:30][O:29][CH2:28][CH2:27]4)=[O:25])=[O:18])[CH:14]=[CH:15][N:10]3[N:9]=2)[CH:5]=[CH:6][CH:7]=1.Br[CH2:35][CH2:36][F:37].C([O-])([O-])=O.[K+].[K+]. (4) Given the product [O:21]1[C:22]2[CH:23]=[CH:24][C:25]([C:2]3[C:7]([N+:8]([O-:10])=[O:9])=[C:6]([Cl:11])[N:5]=[C:4]([CH2:12][C:13]4[CH:18]=[CH:17][C:16]([F:19])=[CH:15][CH:14]=4)[N:3]=3)=[CH:26][C:27]=2[O:28][CH2:20]1, predict the reactants needed to synthesize it. The reactants are: Cl[C:2]1[C:7]([N+:8]([O-:10])=[O:9])=[C:6]([Cl:11])[N:5]=[C:4]([CH2:12][C:13]2[CH:18]=[CH:17][C:16]([F:19])=[CH:15][CH:14]=2)[N:3]=1.[CH2:20]1[O:28][C:27]2[CH:26]=[CH:25][C:24](B(O)O)=[CH:23][C:22]=2[O:21]1.C(=O)([O-])[O-].[Na+].[Na+].